From a dataset of CYP2D6 inhibition data for predicting drug metabolism from PubChem BioAssay. Regression/Classification. Given a drug SMILES string, predict its absorption, distribution, metabolism, or excretion properties. Task type varies by dataset: regression for continuous measurements (e.g., permeability, clearance, half-life) or binary classification for categorical outcomes (e.g., BBB penetration, CYP inhibition). Dataset: cyp2d6_veith. (1) The molecule is O=C1CCCc2ccccc2N1Cc1cccc(Cl)c1. The result is 0 (non-inhibitor). (2) The drug is CNc1cc(CSC)nc(SCc2ccc(Cl)c(Cl)c2)n1. The result is 1 (inhibitor). (3) The compound is CCOc1c2ccc(C(=O)NCc3ccco3)cc2nn1CC. The result is 0 (non-inhibitor). (4) The drug is CCNc1ncc2nc(-c3ccc(F)cc3)c(=O)n(C)c2n1. The result is 0 (non-inhibitor). (5) The molecule is COC(=O)[C@@H]1C[C@H]1[C@@H](NS(=O)(=O)c1ccc2ccccc2c1)c1ccccc1. The result is 0 (non-inhibitor).